Dataset: Full USPTO retrosynthesis dataset with 1.9M reactions from patents (1976-2016). Task: Predict the reactants needed to synthesize the given product. (1) Given the product [CH2:25]([O:24][C:22](=[O:23])[CH2:21][N:11]1[C:12]2([CH2:18][CH2:17][CH2:16][CH2:15][CH2:14]2)[N:13]=[C:9]([C:6]2[CH:5]=[CH:4][C:3]([O:2][CH3:1])=[CH:8][CH:7]=2)[C:10]1=[O:19])[CH3:26], predict the reactants needed to synthesize it. The reactants are: [CH3:1][O:2][C:3]1[CH:8]=[CH:7][C:6]([C:9]2[C:10](=[O:19])[NH:11][C:12]3([CH2:18][CH2:17][CH2:16][CH2:15][CH2:14]3)[N:13]=2)=[CH:5][CH:4]=1.Br[CH2:21][C:22]([O:24][CH2:25][CH3:26])=[O:23].C(=O)([O-])[O-].[K+].[K+]. (2) Given the product [CH3:1][C:2]1[CH2:7][CH2:6][C@@H:5]([C:8]([OH:10])=[O:9])[CH2:4][CH:3]=1, predict the reactants needed to synthesize it. The reactants are: [CH3:1][C:2]1[CH2:7][CH2:6][C@@H:5]([C:8]([O:10][C@H]2C(C)(C)COC2=O)=[O:9])[CH2:4][CH:3]=1.O.[OH-].[Li+].Cl. (3) Given the product [Cl:1][C:2]1[CH:3]=[CH:4][C:5]([CH2:6][N:7]2[C:15]3[C:10](=[CH:11][C:12]([C:16]([F:19])([F:17])[F:18])=[CH:13][CH:14]=3)[CH:9]=[C:8]2[CH3:27])=[CH:28][CH:29]=1, predict the reactants needed to synthesize it. The reactants are: [Cl:1][C:2]1[CH:29]=[CH:28][C:5]([CH2:6][N:7]2[C:15]3[C:10](=[CH:11][C:12]([C:16]([F:19])([F:18])[F:17])=[CH:13][CH:14]=3)[C:9](SC3C=CC=CC=3)=[C:8]2[CH3:27])=[CH:4][CH:3]=1.SC1C=CC=CC=1C(O)=O. (4) Given the product [C:55]([O:54][C:53]([NH:52][CH2:51][C:49]1[C:48]([CH3:60])=[N:47][N:46]([CH2:45][C@@H:41]2[C@H:40]([NH:39][C:23](=[O:24])/[C:22](=[N:21]\[O:20][C:17]3([C:15]([O:14][CH:1]([C:2]4[CH:7]=[CH:6][CH:5]=[CH:4][CH:3]=4)[C:8]4[CH:9]=[CH:10][CH:11]=[CH:12][CH:13]=4)=[O:16])[CH2:18][CH2:19]3)/[C:26]3[N:27]=[C:28]([NH:31][C:32]([O:34][C:35]([CH3:38])([CH3:37])[CH3:36])=[O:33])[S:29][CH:30]=3)[C:43](=[O:44])[NH:42]2)[N:50]=1)=[O:59])([CH3:58])([CH3:56])[CH3:57], predict the reactants needed to synthesize it. The reactants are: [CH:1]([O:14][C:15]([C:17]1([O:20]/[N:21]=[C:22](/[C:26]2[N:27]=[C:28]([NH:31][C:32]([O:34][C:35]([CH3:38])([CH3:37])[CH3:36])=[O:33])[S:29][CH:30]=2)\[C:23](O)=[O:24])[CH2:19][CH2:18]1)=[O:16])([C:8]1[CH:13]=[CH:12][CH:11]=[CH:10][CH:9]=1)[C:2]1[CH:7]=[CH:6][CH:5]=[CH:4][CH:3]=1.[NH2:39][C@@H:40]1[C:43](=[O:44])[NH:42][C@@H:41]1[CH2:45][N:46]1[N:50]=[C:49]([CH2:51][NH:52][C:53](=[O:59])[O:54][C:55]([CH3:58])([CH3:57])[CH3:56])[C:48]([CH3:60])=[N:47]1.CN(C(ON1N=NC2C=CC=NC1=2)=[N+](C)C)C.F[P-](F)(F)(F)(F)F.CCN(C(C)C)C(C)C. (5) Given the product [F:40][C:2]([F:1])([F:41])[O:3][C:4]1[CH:5]=[C:6]([C:10]2[NH:11][C:12]([C:15]3[CH:16]=[C:17]([NH:21][C:22]4[CH:30]=[C:29]5[C:25]([CH2:26][C:27](=[O:31])[NH:28]5)=[CH:24][CH:23]=4)[CH:18]=[CH:19][CH:20]=3)=[N:13][N:14]=2)[CH:7]=[CH:8][CH:9]=1, predict the reactants needed to synthesize it. The reactants are: [F:1][C:2]([F:41])([F:40])[O:3][C:4]1[CH:5]=[C:6]([C:10]2[N:11](COCC[Si](C)(C)C)[C:12]([C:15]3[CH:16]=[C:17]([NH:21][C:22]4[CH:30]=[C:29]5[C:25]([CH2:26][C:27](=[O:31])[NH:28]5)=[CH:24][CH:23]=4)[CH:18]=[CH:19][CH:20]=3)=[N:13][N:14]=2)[CH:7]=[CH:8][CH:9]=1.O.C1(C)C=CC(S(O)(=O)=O)=CC=1. (6) Given the product [CH:1]([CH:4]1[CH2:9][CH2:8][N:7]([CH2:11][CH2:12][N:13]2[C:14](=[O:23])[C:15]3[C:16](=[CH:19][CH:20]=[CH:21][CH:22]=3)[C:17]2=[O:18])[CH2:6][CH2:5]1)([CH3:3])[CH3:2], predict the reactants needed to synthesize it. The reactants are: [CH:1]([CH:4]1[CH2:9][CH2:8][NH:7][CH2:6][CH2:5]1)([CH3:3])[CH3:2].Br[CH2:11][CH2:12][N:13]1[C:17](=[O:18])[C:16]2=[CH:19][CH:20]=[CH:21][CH:22]=[C:15]2[C:14]1=[O:23].C(=O)([O-])[O-].[K+].[K+]. (7) Given the product [CH3:20][CH:21]1[CH2:26][CH2:25][N:24]([C:2]2[N:7]3[CH:8]=[CH:9][N:10]=[C:6]3[N:5]=[C:4]([Cl:11])[C:3]=2[C:12]2[C:17]([F:18])=[CH:16][CH:15]=[CH:14][C:13]=2[Cl:19])[CH2:23][CH2:22]1, predict the reactants needed to synthesize it. The reactants are: Cl[C:2]1[N:7]2[CH:8]=[CH:9][N:10]=[C:6]2[N:5]=[C:4]([Cl:11])[C:3]=1[C:12]1[C:17]([F:18])=[CH:16][CH:15]=[CH:14][C:13]=1[Cl:19].[CH3:20][CH:21]1[CH2:26][CH2:25][NH:24][CH2:23][CH2:22]1.C(Cl)(Cl)Cl.